From a dataset of Forward reaction prediction with 1.9M reactions from USPTO patents (1976-2016). Predict the product of the given reaction. (1) Given the reactants [C:1]([C:3]1[CH:4]=[N:5][CH:6]=[C:7]([CH:20]=1)[C:8]([N:10]=[S@@:11]([CH3:19])(=[O:18])[C:12]1[CH:17]=[CH:16][CH:15]=[CH:14][CH:13]=1)=[O:9])#[CH:2].I[C:22]1[CH:23]=[N:24][NH:25][CH:26]=1, predict the reaction product. The product is: [CH3:19][S@:11](=[O:18])([C:12]1[CH:13]=[CH:14][CH:15]=[CH:16][CH:17]=1)=[N:10][C:8](=[O:9])[C:7]1[CH:20]=[C:3]([C:1]#[C:2][C:22]2[CH:23]=[N:24][NH:25][CH:26]=2)[CH:4]=[N:5][CH:6]=1. (2) Given the reactants [C:1]1([Mg]Br)[CH:6]=[CH:5][CH:4]=[CH:3][CH:2]=1.[CH:9]([C:11]1[CH:20]=[CH:19][C:14]([C:15]([O:17][CH3:18])=[O:16])=[CH:13][CH:12]=1)=[O:10], predict the reaction product. The product is: [OH:10][CH:9]([C:11]1[CH:12]=[CH:13][C:14]([C:15]([O:17][CH3:18])=[O:16])=[CH:19][CH:20]=1)[C:1]1[CH:6]=[CH:5][CH:4]=[CH:3][CH:2]=1. (3) The product is: [C:12]([O:16][C:17]([N:19]1[CH2:24][CH2:23][CH:22]([O:10][C:7]2[CH:8]=[CH:9][C:2]([Br:1])=[C:3]([F:11])[C:4]=2[CH:5]=[O:6])[CH2:21][CH2:20]1)=[O:18])([CH3:15])([CH3:13])[CH3:14]. Given the reactants [Br:1][C:2]1[C:3]([F:11])=[C:4]([C:7]([OH:10])=[CH:8][CH:9]=1)[CH:5]=[O:6].[C:12]([O:16][C:17]([N:19]1[CH2:24][CH2:23][CH:22](OS(C2C=CC(C)=CC=2)(=O)=O)[CH2:21][CH2:20]1)=[O:18])([CH3:15])([CH3:14])[CH3:13].C([O-])([O-])=O.[K+].[K+], predict the reaction product. (4) Given the reactants [NH2:1][C@@H:2]([C:5]([CH3:8])([CH3:7])[CH3:6])[CH2:3][OH:4].[Cl:9][C:10]1[N:15]=[C:14](Cl)[C:13]([F:17])=[CH:12][N:11]=1.C(N(CC)CC)C.[NH4+].[Cl-], predict the reaction product. The product is: [Cl:9][C:10]1[N:15]=[C:14]([NH:1][C@@H:2]([C:5]([CH3:8])([CH3:7])[CH3:6])[CH2:3][OH:4])[C:13]([F:17])=[CH:12][N:11]=1. (5) Given the reactants C([C@H:3]([S:7]([C:27]1[CH:32]=[CH:31][CH:30]=[CH:29][CH:28]=1)(=[N:9][C:10]([C:12]1[CH:13]=[N:14][CH:15]=[C:16]([C:18]#[C:19][C:20]2[CH:25]=[CH:24][CH:23]=[C:22]([OH:26])[CH:21]=2)[CH:17]=1)=[O:11])=[O:8])[C:4]([O-:6])=O)C.[CH2:33]([N:35]([CH2:39][CH3:40])[CH2:36][CH2:37][NH2:38])[CH3:34], predict the reaction product. The product is: [CH2:33]([N:35]([CH2:39][CH3:40])[CH2:36][CH2:37][NH:38][C:4](=[O:6])[CH2:3][S@:7](=[O:8])([C:27]1[CH:28]=[CH:29][CH:30]=[CH:31][CH:32]=1)=[N:9][C:10](=[O:11])[C:12]1[CH:17]=[C:16]([C:18]#[C:19][C:20]2[CH:25]=[CH:24][CH:23]=[C:22]([OH:26])[CH:21]=2)[CH:15]=[N:14][CH:13]=1)[CH3:34]. (6) Given the reactants C([O:4][C:5]([C:7]1[N:8]=[C:9]([N:12]2[CH2:15][CH:14]([S:16][C:17]3[C@H:18]([CH3:48])[C@@H:19]4[C@@H:36]([C@H:37]([O:39][Si:40]([C:43]([CH3:46])([CH3:45])[CH3:44])([CH3:42])[CH3:41])[CH3:38])[C:35](=[O:47])[N:20]4[C:21]=3[C:22]([O:24][CH2:25][C:26]3[CH:31]=[CH:30][C:29]([N+:32]([O-:34])=[O:33])=[CH:28][CH:27]=3)=[O:23])[CH2:13]2)[S:10][CH:11]=1)=[O:6])C=C.CC1(C)CC(=O)CC(=O)C1.C1(P(C2C=CC=CC=2)C2C=CC=CC=2)C=CC=CC=1, predict the reaction product. The product is: [C:5]([C:7]1[N:8]=[C:9]([N:12]2[CH2:13][CH:14]([S:16][C:17]3[C@H:18]([CH3:48])[C@@H:19]4[C@@H:36]([C@H:37]([O:39][Si:40]([C:43]([CH3:46])([CH3:45])[CH3:44])([CH3:41])[CH3:42])[CH3:38])[C:35](=[O:47])[N:20]4[C:21]=3[C:22]([O:24][CH2:25][C:26]3[CH:27]=[CH:28][C:29]([N+:32]([O-:34])=[O:33])=[CH:30][CH:31]=3)=[O:23])[CH2:15]2)[S:10][CH:11]=1)([OH:6])=[O:4]. (7) Given the reactants [C:1]([S:5][CH2:6][C:7]1[CH:8]=[C:9]([NH:15][C:16](=[O:21])[C:17]([CH3:20])([CH3:19])[CH3:18])[CH:10]=[CH:11][C:12]=1[CH2:13]O)([CH3:4])([CH3:3])[CH3:2].P(Br)(Br)[Br:23], predict the reaction product. The product is: [Br:23][CH2:13][C:12]1[CH:11]=[CH:10][C:9]([NH:15][C:16](=[O:21])[C:17]([CH3:20])([CH3:19])[CH3:18])=[CH:8][C:7]=1[CH2:6][S:5][C:1]([CH3:4])([CH3:3])[CH3:2].